This data is from Reaction yield outcomes from USPTO patents with 853,638 reactions. The task is: Predict the reaction yield, written as a fraction of the theoretical maximum amount of product (1.0 means a 100% yield; for example, 0.34 means a 34% yield). (1) The reactants are [O:1]1[C:5]2([CH2:10][CH2:9][C:8](=[O:11])[CH2:7][CH2:6]2)[O:4][CH2:3][CH2:2]1.[BH4-].[Na+]. The catalyst is CO. The product is [O:1]1[C:5]2([CH2:10][CH2:9][CH:8]([OH:11])[CH2:7][CH2:6]2)[O:4][CH2:3][CH2:2]1. The yield is 0.870. (2) The reactants are C(OC(=O)[NH:7][CH2:8][CH2:9][CH2:10][N:11]([CH2:14][C:15]1[C:16]2[C:21]([CH:22]=[C:23]3[C:28]=1[CH:27]=[CH:26][CH:25]=[CH:24]3)=[CH:20][CH:19]=[CH:18][CH:17]=2)[CH2:12][CH3:13])(C)(C)C.[ClH:30]. The catalyst is C(O)C. The product is [ClH:30].[CH:27]1[C:28]2[C:23](=[CH:22][C:21]3[C:16]([C:15]=2[CH2:14][N:11]([CH2:12][CH3:13])[CH2:10][CH2:9][CH2:8][NH2:7])=[CH:17][CH:18]=[CH:19][CH:20]=3)[CH:24]=[CH:25][CH:26]=1. The yield is 0.900. (3) The reactants are [NH2:1][C:2]1[CH:3]=[CH:4][C:5]2[C:14]3[C:9](=[CH:10][C:11]([OH:15])=[CH:12][CH:13]=3)[O:8][C:7](=[O:16])[C:6]=2[CH:17]=1.II. The catalyst is CC(C)=O.CN1CCCC1=O. The product is [OH:15][C:11]1[CH:10]=[C:9]2[C:14](=[CH:13][CH:12]=1)[C:5]1[C:6](=[C:17]3[C:2](=[CH:3][CH:4]=1)[NH:1][C:5]([CH3:14])([CH3:6])[CH:4]=[C:3]3[CH3:2])[C:7](=[O:16])[O:8]2. The yield is 0.480.